Dataset: Forward reaction prediction with 1.9M reactions from USPTO patents (1976-2016). Task: Predict the product of the given reaction. The product is: [CH:1]1([N:7]([CH2:34][CH:35]2[CH2:36][CH2:37]2)[C:8]2[N:13]=[CH:12][N:11]=[C:10]([C:14]([NH:16][C:17]3[CH:22]=[CH:21][C:20]([S:23]([CH2:26][CH2:27][CH2:28][C:29]([OH:31])=[O:30])(=[O:25])=[O:24])=[CH:19][CH:18]=3)=[O:15])[CH:9]=2)[CH2:6][CH2:5][CH2:4][CH2:3][CH2:2]1. Given the reactants [CH:1]1([N:7]([CH2:34][CH:35]2[CH2:37][CH2:36]2)[C:8]2[N:13]=[CH:12][N:11]=[C:10]([C:14]([NH:16][C:17]3[CH:22]=[CH:21][C:20]([S:23]([CH2:26][CH2:27][CH2:28][C:29]([O:31]CC)=[O:30])(=[O:25])=[O:24])=[CH:19][CH:18]=3)=[O:15])[CH:9]=2)[CH2:6][CH2:5][CH2:4][CH2:3][CH2:2]1.[OH-].[Na+].Cl, predict the reaction product.